From a dataset of Full USPTO retrosynthesis dataset with 1.9M reactions from patents (1976-2016). Predict the reactants needed to synthesize the given product. (1) Given the product [CH:1]([O:4][C:5]1[CH:10]=[CH:9][C:8]([C:11]2[N:15]=[C:14]([C:16]3[CH:29]=[CH:28][C:19]([O:20][C@H:21]([CH3:27])[C:22]([OH:24])=[O:23])=[CH:18][CH:17]=3)[O:13][N:12]=2)=[CH:7][C:6]=1[C:30]([F:31])([F:32])[F:33])([CH3:2])[CH3:3], predict the reactants needed to synthesize it. The reactants are: [CH:1]([O:4][C:5]1[CH:10]=[CH:9][C:8]([C:11]2[N:15]=[C:14]([C:16]3[CH:29]=[CH:28][C:19]([O:20][C@H:21]([CH3:27])[C:22]([O:24]CC)=[O:23])=[CH:18][CH:17]=3)[O:13][N:12]=2)=[CH:7][C:6]=1[C:30]([F:33])([F:32])[F:31])([CH3:3])[CH3:2].[OH-].[Na+].O1CCCC1.CCOC(C)=O.CCCCCCC. (2) Given the product [Br:1][C:2]1[CH:9]=[CH:8][C:5]([C:6]2[O:7][CH:21]=[N:20][C:19]=2[CH3:23])=[CH:4][CH:3]=1, predict the reactants needed to synthesize it. The reactants are: [Br:1][C:2]1[CH:9]=[CH:8][C:5]([CH:6]=[O:7])=[CH:4][CH:3]=1.C1(C)C=CC(S([CH2:19][N+:20]#[C-:21])(=O)=O)=CC=1.[C:23](=O)([O-])[O-].[K+].[K+]. (3) Given the product [Cl:27][C:28]1[C:29]([O:38][CH3:39])=[C:30]([NH:2][C:1]2[C:3]3[C:4](=[CH:5][C:6]([O:11][CH2:12][CH2:13][O:14][CH3:15])=[C:7]([O:9][CH3:10])[CH:8]=3)[N:16]=[CH:17][N:18]=2)[CH:32]=[C:33]([O:36][CH3:37])[C:34]=1[Cl:35], predict the reactants needed to synthesize it. The reactants are: [C:1]([C:3]1[CH:8]=[C:7]([O:9][CH3:10])[C:6]([O:11][CH2:12][CH2:13][O:14][CH3:15])=[CH:5][C:4]=1[N:16]=[CH:17][N:18](C)C)#[N:2].C([O-])(=O)C.[Na+].Cl.[Cl:27][C:28]1[C:29]([O:38][CH3:39])=[C:30]([CH:32]=[C:33]([O:36][CH3:37])[C:34]=1[Cl:35])N. (4) Given the product [C:21]([CH:20]([C:3]1([C:7]([O:9][CH2:10][CH3:11])=[O:8])[CH2:4][CH2:5][CH2:6][N:1]([C:12]([O:14][C:15]([CH3:17])([CH3:16])[CH3:18])=[O:13])[CH2:2]1)[CH3:23])#[N:22], predict the reactants needed to synthesize it. The reactants are: [N:1]1([C:12]([O:14][C:15]([CH3:18])([CH3:17])[CH3:16])=[O:13])[CH2:6][CH2:5][CH2:4][CH:3]([C:7]([O:9][CH2:10][CH3:11])=[O:8])[CH2:2]1.Br[CH:20]([CH3:23])[C:21]#[N:22]. (5) Given the product [F:28][C:25]1[CH:26]=[CH:27][C:22]([S:21]([C:11]2[N:10]=[C:9]3[NH:5][N:6]=[CH:7][C:8]3=[C:13]([NH:14][C:15]3[CH:19]=[C:18]([CH3:20])[NH:17][N:16]=3)[N:12]=2)(=[O:30])=[O:39])=[CH:23][CH:24]=1, predict the reactants needed to synthesize it. The reactants are: C([N:5]1[C:9]2=[N:10][C:11]([S:21][C:22]3[CH:27]=[CH:26][C:25]([F:28])=[CH:24][CH:23]=3)=[N:12][C:13]([NH:14][C:15]3[CH:19]=[C:18]([CH3:20])[NH:17][N:16]=3)=[C:8]2[CH:7]=[N:6]1)(C)(C)C.C(O)=[O:30].Cl.OOS([O-])=O.[K+].[OH2:39]. (6) Given the product [F:14][C:15]1[CH:16]=[CH:17][C:18]([N:21]2[CH2:26][CH2:25][N:24]([C:2]3[C:3]([C:12]#[N:13])=[N:4][CH:5]=[C:6]([NH:8][CH2:9][CH2:10][OH:11])[N:7]=3)[CH2:23][CH2:22]2)=[CH:19][CH:20]=1, predict the reactants needed to synthesize it. The reactants are: Br[C:2]1[C:3]([C:12]#[N:13])=[N:4][CH:5]=[C:6]([NH:8][CH2:9][CH2:10][OH:11])[N:7]=1.[F:14][C:15]1[CH:20]=[CH:19][C:18]([N:21]2[CH2:26][CH2:25][NH:24][CH2:23][CH2:22]2)=[CH:17][CH:16]=1.C(=O)([O-])[O-].[K+].[K+]. (7) Given the product [Br:1][C:2]1[S:6][C:5]([N+:7]([O-:9])=[O:8])=[C:4]([CH:10]=[N:13][OH:14])[CH:3]=1, predict the reactants needed to synthesize it. The reactants are: [Br:1][C:2]1[S:6][C:5]([N+:7]([O-:9])=[O:8])=[C:4]([CH:10]=O)[CH:3]=1.Cl.[NH2:13][OH:14].C([O-])(=O)C.[Na+].